Dataset: Forward reaction prediction with 1.9M reactions from USPTO patents (1976-2016). Task: Predict the product of the given reaction. (1) Given the reactants [O:1]=[C:2]1[NH:7][CH:6]=[C:5]([NH:8][C:9]([CH:11]2[CH:15]([C:16]3[CH:21]=[CH:20][CH:19]=[C:18]([Cl:22])[C:17]=3[F:23])[C:14]([C:26]3[CH:31]=[CH:30][C:29]([Cl:32])=[CH:28][C:27]=3[F:33])([C:24]#[N:25])[CH:13]([CH2:34][C:35]([CH3:38])([CH3:37])[CH3:36])[NH:12]2)=[O:10])[CH:4]=[CH:3]1, predict the reaction product. The product is: [O:1]=[C:2]1[NH:7][CH:6]=[C:5]([NH:8][C:9]([C@@H:11]2[C@@H:15]([C:16]3[CH:21]=[CH:20][CH:19]=[C:18]([Cl:22])[C:17]=3[F:23])[C@@:14]([C:26]3[CH:31]=[CH:30][C:29]([Cl:32])=[CH:28][C:27]=3[F:33])([C:24]#[N:25])[C@@H:13]([CH2:34][C:35]([CH3:38])([CH3:37])[CH3:36])[NH:12]2)=[O:10])[CH:4]=[CH:3]1. (2) Given the reactants [OH:1][CH2:2][C:3]([C@H:5]([C@@H:7]([C@@H:9]([CH2:11][OH:12])[OH:10])[OH:8])[OH:6])=[O:4].C(O)(=O)C(C)O, predict the reaction product. The product is: [O:1]=[CH:2][C@@H:3]([C@H:5]([C@@H:7]([C@@H:9]([CH2:11][OH:12])[OH:10])[OH:8])[OH:6])[OH:4]. (3) Given the reactants [C:1]([N:5]1[CH2:10][CH2:9][N:8]([C:11]2[CH:12]=[CH:13][C:14]([N:17]3[C:26]4[C:21](=[CH:22][CH:23]=[CH:24][CH:25]=4)[NH:20][CH2:19][CH2:18]3)=[N:15][CH:16]=2)[CH2:7][CH2:6]1)([CH3:4])([CH3:3])[CH3:2].[Cl:27][C:28](Cl)([O:30]C(=O)OC(Cl)(Cl)Cl)Cl, predict the reaction product. The product is: [C:1]([N:5]1[CH2:10][CH2:9][N:8]([C:11]2[CH:12]=[CH:13][C:14]([N:17]3[C:26]4[C:21](=[CH:22][CH:23]=[CH:24][CH:25]=4)[N:20]([C:28]([Cl:27])=[O:30])[CH2:19][CH2:18]3)=[N:15][CH:16]=2)[CH2:7][CH2:6]1)([CH3:4])([CH3:2])[CH3:3]. (4) Given the reactants [Cl:1][C:2]1[C:3]([CH3:18])=[C:4]([NH:10][C@H:11]([C@H:15]([OH:17])[CH3:16])[C:12]([OH:14])=O)[CH:5]=[CH:6][C:7]=1[C:8]#[N:9].[CH3:19][S:20]([C:23]1[CH:32]=[CH:31][C:26]([C:27]([NH:29][NH2:30])=[O:28])=[CH:25][CH:24]=1)(=[O:22])=[O:21], predict the reaction product. The product is: [Cl:1][C:2]1[C:3]([CH3:18])=[C:4]([NH:10][C@H:11]([C@H:15]([OH:17])[CH3:16])[C:12]([NH:30][NH:29][C:27](=[O:28])[C:26]2[CH:25]=[CH:24][C:23]([S:20]([CH3:19])(=[O:21])=[O:22])=[CH:32][CH:31]=2)=[O:14])[CH:5]=[CH:6][C:7]=1[C:8]#[N:9]. (5) Given the reactants C([O:8][C:9]1[CH:14]=[C:13]([I:15])[C:12]([Cl:16])=[CH:11][C:10]=1[Cl:17])C1C=CC=CC=1.B(Cl)(Cl)Cl, predict the reaction product. The product is: [Cl:17][C:10]1[CH:11]=[C:12]([Cl:16])[C:13]([I:15])=[CH:14][C:9]=1[OH:8]. (6) Given the reactants C(OC(=O)[NH:7][C:8]1[NH:9][C:10](=[O:23])[C:11]2[CH:16]=[C:15]([C:17]3[CH:22]=[CH:21][CH:20]=[CH:19][CH:18]=3)[S:14][C:12]=2[N:13]=1)(C)(C)C.[Br:25]Br, predict the reaction product. The product is: [BrH:25].[NH2:7][C:8]1[NH:9][C:10](=[O:23])[C:11]2[C:16]([Br:25])=[C:15]([C:17]3[CH:22]=[CH:21][CH:20]=[CH:19][CH:18]=3)[S:14][C:12]=2[N:13]=1.